Dataset: Catalyst prediction with 721,799 reactions and 888 catalyst types from USPTO. Task: Predict which catalyst facilitates the given reaction. (1) Reactant: Cl.O1[C:6]2([CH2:11][CH2:10][CH:9]([C:12]3[CH:17]=[CH:16][N:15]=[CH:14][CH:13]=3)[CH2:8][CH2:7]2)[O:5]CC1. Product: [N:15]1[CH:16]=[CH:17][C:12]([CH:9]2[CH2:8][CH2:7][C:6](=[O:5])[CH2:11][CH2:10]2)=[CH:13][CH:14]=1. The catalyst class is: 1. (2) Reactant: [CH3:1][C:2]1[O:6][C:5]([C:7]([NH:9][C:10]([C:13]2[N:19]([CH3:20])[C:17](=[O:18])[C:16]([OH:21])=[C:15]([C:22]([NH:24][CH2:25][C:26]3[CH:27]=[CH:28][C:29]([F:32])=[CH:30][CH:31]=3)=[O:23])[N:14]=2)([CH3:12])[CH3:11])=[O:8])=[N:4][N:3]=1.[NH:33]([CH2:35][C@@H:36]([C@H:38]([C@@H:40]([C@@H:42]([CH2:44][OH:45])[OH:43])[OH:41])[OH:39])[OH:37])[CH3:34].C1COCC1. Product: [CH3:1][C:2]1[O:6][C:5]([C:7]([NH:9][C:10]([C:13]2[N:19]([CH3:20])[C:17](=[O:18])[C:16]([OH:21])=[C:15]([C:22]([NH:24][CH2:25][C:26]3[CH:27]=[CH:28][C:29]([F:32])=[CH:30][CH:31]=3)=[O:23])[N:14]=2)([CH3:12])[CH3:11])=[O:8])=[N:4][N:3]=1.[NH:33]([CH2:35][C@@H:36]([C@H:38]([C@@H:40]([C@@H:42]([CH2:44][OH:45])[OH:43])[OH:41])[OH:39])[OH:37])[CH3:34]. The catalyst class is: 6. (3) Reactant: C(OC([N:8]1[CH2:12][CH:11]([OH:13])[CH:10]([N:14]2[CH2:18][CH2:17][CH2:16][CH2:15]2)[CH2:9]1)=O)(C)(C)C.FC(F)(F)C(O)=O. Product: [N:14]1([C@H:10]2[C@H:11]([OH:13])[CH2:12][NH:8][CH2:9]2)[CH2:15][CH2:16][CH2:17][CH2:18]1. The catalyst class is: 4. (4) Reactant: [C:1]([O:5][C:6]([NH:8][C:9]1[CH:14]=[CH:13][CH:12]=[CH:11][C:10]=1[NH:15][C:16](=[O:25])[CH2:17][CH2:18][CH2:19][CH2:20][CH2:21][C:22]([OH:24])=O)=[O:7])([CH3:4])([CH3:3])[CH3:2].[NH2:26][C:27]1[CH:32]=[CH:31][C:30]([OH:33])=[CH:29][CH:28]=1.CN(C(ON1N=NC2C=CC=CC1=2)=[N+](C)C)C.F[P-](F)(F)(F)(F)F.CCN(C(C)C)C(C)C. Product: [OH:33][C:30]1[CH:31]=[CH:32][C:27]([NH:26][C:22](=[O:24])[CH2:21][CH2:20][CH2:19][CH2:18][CH2:17][C:16]([NH:15][C:10]2[CH:11]=[CH:12][CH:13]=[CH:14][C:9]=2[NH:8][C:6](=[O:7])[O:5][C:1]([CH3:2])([CH3:3])[CH3:4])=[O:25])=[CH:28][CH:29]=1. The catalyst class is: 18. (5) Reactant: [Cl:1][C:2]1[N:3]=[N:4][C:5](Cl)=[CH:6][CH:7]=1.[C:9]([N:16]1[CH2:21][CH2:20][NH:19][CH2:18][C@H:17]1[CH3:22])([O:11][C:12]([CH3:15])([CH3:14])[CH3:13])=[O:10].C(N(CC)C(C)C)(C)C. Product: [Cl:1][C:2]1[N:3]=[N:4][C:5]([N:19]2[CH2:20][CH2:21][N:16]([C:9]([O:11][C:12]([CH3:15])([CH3:14])[CH3:13])=[O:10])[C@H:17]([CH3:22])[CH2:18]2)=[CH:6][CH:7]=1. The catalyst class is: 13. (6) Reactant: [NH2:1][CH:2]([CH:26]1[CH2:28][CH2:27]1)[CH2:3][CH2:4][N:5]1[C:13]([S:14][C:15]2[C:23]([Br:24])=[CH:22][C:18]3[O:19][CH2:20][O:21][C:17]=3[CH:16]=2)=[N:12][C:11]2[C:6]1=[N:7][CH:8]=[N:9][C:10]=2[NH2:25].NC(C1CC1)CCN1C2C(N=C(SC3C(Br)=C[C:46]4[O:47]C[O:49][C:45]=4C=3)N=2)=C(N)N=C1.ClC(COC(=O)C)=O.C(N(CC)CC)C. Product: [NH2:25][C:10]1[N:9]=[CH:8][N:7]=[C:6]2[C:11]=1[N:12]=[C:13]([S:14][C:15]1[C:23]([Br:24])=[CH:22][C:18]3[O:19][CH2:20][O:21][C:17]=3[CH:16]=1)[N:5]2[CH2:4][CH2:3][CH:2]([NH:1][C:46](=[O:47])[CH2:45][OH:49])[CH:26]1[CH2:28][CH2:27]1. The catalyst class is: 2. (7) Reactant: [NH2:1][C:2]1[CH:3]=[N:4][CH:5]=[C:6]([Br:8])[CH:7]=1.N1C=CC=CC=1.[C:15](Cl)(=[O:19])[CH:16]([CH3:18])[CH3:17]. Product: [Br:8][C:6]1[CH:7]=[C:2]([NH:1][C:15](=[O:19])[CH:16]([CH3:18])[CH3:17])[CH:3]=[N:4][CH:5]=1. The catalyst class is: 2. (8) Reactant: [OH-].[Na+].[C:3]([O:7][C:8]([N:10]1[CH2:15][CH2:14][CH:13]([C:16]2[CH:25]=[CH:24][C:19]([C:20]([O:22]C)=[O:21])=[CH:18][N:17]=2)[CH2:12][CH2:11]1)=[O:9])([CH3:6])([CH3:5])[CH3:4].Cl. Product: [C:3]([O:7][C:8]([N:10]1[CH2:11][CH2:12][CH:13]([C:16]2[CH:25]=[CH:24][C:19]([C:20]([OH:22])=[O:21])=[CH:18][N:17]=2)[CH2:14][CH2:15]1)=[O:9])([CH3:6])([CH3:4])[CH3:5]. The catalyst class is: 8.